This data is from hERG potassium channel inhibition data for cardiac toxicity prediction from Karim et al.. The task is: Regression/Classification. Given a drug SMILES string, predict its toxicity properties. Task type varies by dataset: regression for continuous values (e.g., LD50, hERG inhibition percentage) or binary classification for toxic/non-toxic outcomes (e.g., AMES mutagenicity, cardiotoxicity, hepatotoxicity). Dataset: herg_karim. (1) The drug is Cn1c(CCCCCN2CC3C[C@]3(c3ccc(C(F)(F)F)cc3)C2)nnc1-c1ccc(F)cc1F. The result is 1 (blocker). (2) The drug is CCCC(=O)C1CCN(c2ncnc3c2CN(C(=O)c2ccc(-c4ccccc4)cc2)CC3)CC1. The result is 1 (blocker). (3) The drug is CC(C)(C)n1cc2c(n1)C(=O)CC1(CCN(C(=O)c3ccc4[nH]ncc4c3)CC1)O2. The result is 0 (non-blocker). (4) The molecule is CS(=O)(=O)Nc1ccc(CCN(CCOc2ccc(NS(C)(=O)=O)cc2)Cc2ccccc2)cc1. The result is 1 (blocker).